From a dataset of Reaction yield outcomes from USPTO patents with 853,638 reactions. Predict the reaction yield, written as a fraction of the theoretical maximum amount of product (1.0 means a 100% yield; for example, 0.34 means a 34% yield). (1) The reactants are [CH:1]([N:4]1[C:8]([C:9]2[N:18]=[C:17]3[N:11]([CH2:12][CH2:13][O:14][C:15]4[CH:22]=[C:21](O)[N:20]=[CH:19][C:16]=43)[CH:10]=2)=[N:7][C:6](C)=[N:5]1)([CH3:3])[CH3:2].[CH3:25][O:26][C@H:27]1[CH2:31][NH:30][C@H:29]([C:32]([NH2:34])=[O:33])[CH2:28]1. The catalyst is O. The product is [CH:1]([N:4]1[C:8]([C:9]2[N:18]=[C:17]3[C:16]4[CH:19]=[N:20][C:21]([N:30]5[CH2:31][C@H:27]([O:26][CH3:25])[CH2:28][C@H:29]5[C:32]([NH2:34])=[O:33])=[CH:22][C:15]=4[O:14][CH2:13][CH2:12][N:11]3[CH:10]=2)=[N:7][CH:6]=[N:5]1)([CH3:3])[CH3:2]. The yield is 0.320. (2) The reactants are C([C:3]1[CH:4]=[C:5]([CH:25]=[CH:26][C:27]=1[B:28]1[O:32]C(C)(C)[C:30](C)(C)[O:29]1)[O:6][C:7]1[CH:14]=[C:13]([O:15][CH2:16][CH2:17][O:18][CH:19]2[CH2:24][CH2:23][CH2:22][CH2:21][O:20]2)[C:10]([C:11]#[N:12])=[CH:9][N:8]=1)=O.[BH4-].[Na+].OS([O-])(=O)=O.[Na+]. The catalyst is CO. The product is [OH:32][B:28]1[C:27]2[CH:26]=[CH:25][C:5]([O:6][C:7]3[CH:14]=[C:13]([O:15][CH2:16][CH2:17][O:18][CH:19]4[CH2:24][CH2:23][CH2:22][CH2:21][O:20]4)[C:10]([C:11]#[N:12])=[CH:9][N:8]=3)=[CH:4][C:3]=2[CH2:30][O:29]1. The yield is 0.250. (3) The reactants are C[O:2][C:3]([C:5]1[N:6]=[CH:7][C:8]([N:11]2[CH2:16][CH2:15][N:14]([C:17]3[N:18]=[N:19][C:20]([C:25]4[CH:30]=[CH:29][C:28]([C:31]([F:34])([F:33])[F:32])=[CH:27][CH:26]=4)=[C:21]([CH3:24])[C:22]=3[CH3:23])[CH2:13][C@H:12]2[CH3:35])=[N:9][CH:10]=1)=[O:4].[Li+].[OH-]. The catalyst is CO. The product is [F:34][C:31]([F:32])([F:33])[C:28]1[CH:27]=[CH:26][C:25]([C:20]2[N:19]=[N:18][C:17]([N:14]3[CH2:15][CH2:16][N:11]([C:8]4[CH:7]=[N:6][C:5]([C:3]([OH:4])=[O:2])=[CH:10][N:9]=4)[C@H:12]([CH3:35])[CH2:13]3)=[C:22]([CH3:23])[C:21]=2[CH3:24])=[CH:30][CH:29]=1. The yield is 0.980. (4) The reactants are [Cl:1][C:2]1[NH:6][C:5]2[CH:7]=[C:8]([Cl:14])[C:9]([N+:11]([O-:13])=[O:12])=[CH:10][C:4]=2[N:3]=1.C(N(C(C)C)CC)(C)C.Cl[CH2:25][O:26][CH2:27][CH2:28][O:29][CH3:30]. The catalyst is C1COCC1. The product is [Cl:1][C:2]1[N:6]([CH2:25][O:26][CH2:27][CH2:28][O:29][CH3:30])[C:5]2[CH:7]=[C:8]([Cl:14])[C:9]([N+:11]([O-:13])=[O:12])=[CH:10][C:4]=2[N:3]=1. The yield is 0.830. (5) The reactants are [O:1]1[CH:5]=[CH:4][C:3]([CH2:6][CH2:7][C@H:8]2[CH2:13][NH:12][CH2:11][CH2:10][NH:9]2)=[CH:2]1.[CH3:14][C:15]1[S:24][C:23]2[NH:22][C:21]3[CH:25]=[CH:26][CH:27]=[CH:28][C:20]=3[N:19]=[C:18](N)[C:17]=2[CH:16]=1.C1(C)C=CC=CC=1.CS(C)=O. The yield is 0.240. The catalyst is C(OCC)(=O)C. The product is [O:1]1[CH:5]=[CH:4][C:3]([CH2:6][CH2:7][C@@H:8]2[NH:9][CH2:10][CH2:11][N:12]([C:18]3[C:17]4[CH:16]=[C:15]([CH3:14])[S:24][C:23]=4[NH:22][C:21]4[CH:25]=[CH:26][CH:27]=[CH:28][C:20]=4[N:19]=3)[CH2:13]2)=[CH:2]1. (6) The reactants are [F:1][C:2]1[CH:10]=[CH:9][CH:8]=[C:7]2[C:3]=1[C:4]([C:11]([O:13][CH3:14])=[O:12])=[N:5][NH:6]2.F[C:16]1[CH:21]=[C:20]([I:22])[CH:19]=[CH:18][N:17]=1. No catalyst specified. The product is [F:1][C:2]1[CH:10]=[CH:9][CH:8]=[C:7]2[C:3]=1[C:4]([C:11]([O:13][CH3:14])=[O:12])=[N:5][N:6]2[C:16]1[CH:21]=[C:20]([I:22])[CH:19]=[CH:18][N:17]=1. The yield is 0.270. (7) The reactants are [CH3:1][CH:2]1[CH2:7][C:6](=[O:8])[CH:5]=[C:4](B2OC(C)(C)C(C)(C)O2)[CH2:3]1.C([O-])([O-])=O.[Na+].[Na+].Cl[C:25]1[CH:30]=[CH:29][N:28]=[CH:27][C:26]=1[N+:31]([O-:33])=[O:32]. The catalyst is O1CCOCC1.C1C=CC(P(C2C=CC=CC=2)[C-]2C=CC=C2)=CC=1.C1C=CC(P(C2C=CC=CC=2)[C-]2C=CC=C2)=CC=1.Cl[Pd]Cl.[Fe+2].C(Cl)Cl. The product is [CH3:1][CH:2]1[CH2:7][C:6](=[O:8])[CH:5]=[C:4]([C:25]2[CH:30]=[CH:29][N:28]=[CH:27][C:26]=2[N+:31]([O-:33])=[O:32])[CH2:3]1. The yield is 0.480.